Dataset: Reaction yield outcomes from USPTO patents with 853,638 reactions. Task: Predict the reaction yield, written as a fraction of the theoretical maximum amount of product (1.0 means a 100% yield; for example, 0.34 means a 34% yield). (1) The reactants are S(Cl)(Cl)=O.[Br:5][CH2:6][C@@:7]([OH:12])([CH3:11])[C:8](O)=[O:9].CCN(CC)CC.[NH2:20][C:21]1[CH:22]=[CH:23][C:24]([C:31]#[N:32])=[C:25]([C:27]([F:30])([F:29])[F:28])[CH:26]=1. The catalyst is C1COCC1.O. The product is [Br:5][CH2:6][C@@:7]([OH:12])([CH3:11])[C:8]([NH:20][C:21]1[CH:22]=[CH:23][C:24]([C:31]#[N:32])=[C:25]([C:27]([F:28])([F:29])[F:30])[CH:26]=1)=[O:9]. The yield is 0.739. (2) The reactants are Br[CH2:2][CH2:3][CH2:4][C:5]([CH3:12])([CH3:11])[C:6]([O:8][CH2:9][CH3:10])=[O:7].NC(N)=[S:15].[OH-].[K+]. The catalyst is CCO. The product is [SH:15][CH2:2][CH2:3][CH2:4][C:5]([CH3:12])([CH3:11])[C:6]([O:8][CH2:9][CH3:10])=[O:7]. The yield is 0.900.